From a dataset of Reaction yield outcomes from USPTO patents with 853,638 reactions. Predict the reaction yield, written as a fraction of the theoretical maximum amount of product (1.0 means a 100% yield; for example, 0.34 means a 34% yield). The reactants are [N+:1]([C:4]1[CH:9]=[C:8]([N+:10]([O-:12])=[O:11])[CH:7]=[CH:6][C:5]=1[CH2:13][C:14]([OH:16])=[O:15])([O-:3])=[O:2].CO.[CH3:19][Si](C=[N+]=[N-])(C)C. The catalyst is C1(C)C=CC=CC=1. The product is [CH3:19][O:15][C:14](=[O:16])[CH2:13][C:5]1[CH:6]=[CH:7][C:8]([N+:10]([O-:12])=[O:11])=[CH:9][C:4]=1[N+:1]([O-:3])=[O:2]. The yield is 0.950.